From a dataset of Forward reaction prediction with 1.9M reactions from USPTO patents (1976-2016). Predict the product of the given reaction. (1) The product is: [Br:1][C:2]1[CH:10]=[C:9]([CH3:11])[C:8]([O:12][CH2:13][CH3:14])=[CH:7][C:3]=1[CH2:4][OH:5]. Given the reactants [Br:1][C:2]1[CH:10]=[C:9]([CH3:11])[C:8]([O:12][CH2:13][CH3:14])=[CH:7][C:3]=1[C:4]([O-])=[O:5].CCOCC.CC(C[AlH]CC(C)C)C.C(OCC)(=O)C, predict the reaction product. (2) Given the reactants Cl.[C:2]1(=[O:12])[C:6]2([CH2:11][CH2:10][NH:9][CH2:8][CH2:7]2)[CH2:5][CH2:4][NH:3]1.C(N(CC)CC)C.[F:20][C:21]([F:33])([F:32])[C:22]1[CH:23]=[C:24]([S:28](Cl)(=[O:30])=[O:29])[CH:25]=[CH:26][CH:27]=1, predict the reaction product. The product is: [F:33][C:21]([F:20])([F:32])[C:22]1[CH:23]=[C:24]([S:28]([N:9]2[CH2:10][CH2:11][C:6]3([C:2](=[O:12])[NH:3][CH2:4][CH2:5]3)[CH2:7][CH2:8]2)(=[O:29])=[O:30])[CH:25]=[CH:26][CH:27]=1. (3) Given the reactants [C:1]([O:5][C:6](=[O:35])[N:7]([C@@H:10]1[CH2:15][CH2:14][CH2:13][C@@H:12]([S:16]CC2C(C)=CC(C)=CC=2C)[C@@H:11]1[O:27][Si:28]([C:31]([CH3:34])([CH3:33])[CH3:32])([CH3:30])[CH3:29])[CH2:8][CH3:9])([CH3:4])([CH3:3])[CH3:2].N.[Na].[Cl-].[NH4+], predict the reaction product. The product is: [C:1]([O:5][C:6](=[O:35])[N:7]([C@@H:10]1[CH2:15][CH2:14][CH2:13][C@@H:12]([SH:16])[C@@H:11]1[O:27][Si:28]([C:31]([CH3:34])([CH3:33])[CH3:32])([CH3:29])[CH3:30])[CH2:8][CH3:9])([CH3:3])([CH3:2])[CH3:4]. (4) Given the reactants Br[C:2]1[CH:7]=[CH:6][C:5]([S:8]([CH2:11][CH2:12][N:13]([CH3:15])[CH3:14])(=[O:10])=[O:9])=[CH:4][CH:3]=1.B1(B2OC(C)(C)C(C)(C)O2)OC(C)(C)C(C)(C)O1.[C:34]([O-:37])(=O)[CH3:35].[K+].C(Cl)Cl.[NH2:42][C:43]1[C:44]([C:50]2[O:54][C:53]([C:55]3[CH:60]=CC(CC([O-])=O)=[CH:57][CH:56]=3)=[N:52][N:51]=2)=[N:45][C:46](Br)=[CH:47][N:48]=1.C([O-])([O-])=O.[Na+].[Na+], predict the reaction product. The product is: [NH2:42][C:43]1[C:44]([C:50]2[O:54][C:53]([C:55]3[CH:60]=[CH:35][C:34]([OH:37])=[CH:57][CH:56]=3)=[N:52][N:51]=2)=[N:45][C:46]([C:2]2[CH:7]=[CH:6][C:5]([S:8]([CH2:11][CH2:12][N:13]([CH3:15])[CH3:14])(=[O:10])=[O:9])=[CH:4][CH:3]=2)=[CH:47][N:48]=1. (5) Given the reactants [O:1]=[S:2]1(=[O:23])[CH2:6][CH2:5][CH2:4][N:3]1[C:7]1[CH:16]=[CH:15][C:10]([C:11](OC)=[O:12])=[C:9]([N:17]2[CH2:21][CH2:20][CH2:19][C:18]2=[O:22])[CH:8]=1.[CH:24]1([C:27]2[CH:28]=[C:29]([CH3:39])[C:30]([N:33]3[CH2:38][CH2:37][NH:36][CH2:35][CH2:34]3)=[N:31][CH:32]=2)[CH2:26][CH2:25]1, predict the reaction product. The product is: [CH:24]1([C:27]2[CH:28]=[C:29]([CH3:39])[C:30]([N:33]3[CH2:34][CH2:35][N:36]([C:11]([C:10]4[CH:15]=[CH:16][C:7]([N:3]5[CH2:4][CH2:5][CH2:6][S:2]5(=[O:1])=[O:23])=[CH:8][C:9]=4[N:17]4[CH2:21][CH2:20][CH2:19][C:18]4=[O:22])=[O:12])[CH2:37][CH2:38]3)=[N:31][CH:32]=2)[CH2:26][CH2:25]1.